Dataset: Forward reaction prediction with 1.9M reactions from USPTO patents (1976-2016). Task: Predict the product of the given reaction. Given the reactants Br[C:2]1[N:6]([CH3:7])[CH:5]=[N:4][C:3]=1[C:8]1[CH:13]=[C:12]([C:14]#[N:15])[CH:11]=[CH:10][N:9]=1.[C:16]([C:20]1[CH:25]=[CH:24][C:23](B(O)O)=[CH:22][CH:21]=1)([CH3:19])([CH3:18])[CH3:17], predict the reaction product. The product is: [C:16]([C:20]1[CH:25]=[CH:24][C:23]([C:2]2[N:6]([CH3:7])[CH:5]=[N:4][C:3]=2[C:8]2[CH:13]=[C:12]([C:14]#[N:15])[CH:11]=[CH:10][N:9]=2)=[CH:22][CH:21]=1)([CH3:19])([CH3:18])[CH3:17].